This data is from Catalyst prediction with 721,799 reactions and 888 catalyst types from USPTO. The task is: Predict which catalyst facilitates the given reaction. Reactant: [NH2:1][C:2]1[O:6][CH:5]([C:7]2[CH:12]=[CH:11][CH:10]=[CH:9][C:8]=2[Cl:13])[C:4](=[O:14])[C:3]=1[OH:15].C(N(CC)CC)C.[C:23]1([CH2:29][S:30](Cl)(=[O:32])=[O:31])[CH:28]=[CH:27][CH:26]=[CH:25][CH:24]=1.[Cl-].[NH4+]. Product: [Cl:13][C:8]1[CH:9]=[CH:10][CH:11]=[CH:12][C:7]=1[CH:5]1[C:4](=[O:14])[C:3]([O:15][S:30]([CH2:29][C:23]2[CH:28]=[CH:27][CH:26]=[CH:25][CH:24]=2)(=[O:32])=[O:31])=[C:2]([NH2:1])[O:6]1. The catalyst class is: 1.